From a dataset of Catalyst prediction with 721,799 reactions and 888 catalyst types from USPTO. Predict which catalyst facilitates the given reaction. Reactant: Cl[C:2]1[CH:7]=[C:6]([C:8]2[CH:13]=[CH:12][CH:11]=[C:10]([CH3:14])[C:9]=2[CH3:15])[N:5]=[C:4]([NH2:16])[N:3]=1.[NH:17]1[C:25]2[C:20](=[CH:21][CH:22]=[C:23]([CH2:26][NH2:27])[CH:24]=2)[CH:19]=[N:18]1.CCN(CC)CC.C(O)CCC. Product: [CH3:15][C:9]1[C:10]([CH3:14])=[CH:11][CH:12]=[CH:13][C:8]=1[C:6]1[N:5]=[C:4]([NH2:16])[N:3]=[C:2]([NH:27][CH2:26][C:23]2[CH:24]=[C:25]3[C:20]([CH:19]=[N:18][NH:17]3)=[CH:21][CH:22]=2)[CH:7]=1. The catalyst class is: 5.